Predict the product of the given reaction. From a dataset of Forward reaction prediction with 1.9M reactions from USPTO patents (1976-2016). Given the reactants [F:1][C:2]1[CH:7]=[CH:6][C:5]([N:8]2[CH:12]=[N:11][C:10]([C:13]([OH:15])=O)=[N:9]2)=[CH:4][C:3]=1[CH3:16].C(OC([N:24]1[CH2:29][CH2:28][NH:27][C:26]([CH3:31])([CH3:30])[CH2:25]1)=O)(C)(C)C.[F:32][C:33]([F:38])([F:37])[C:34]([OH:36])=[O:35].CC1(C)CNCCN1C(C1N=CN(C2C=CC=CC=2)N=1)=O, predict the reaction product. The product is: [F:32][C:33]([F:38])([F:37])[C:34]([OH:36])=[O:35].[CH3:30][C:26]1([CH3:31])[CH2:25][NH:24][CH2:29][CH2:28][N:27]1[C:13]([C:10]1[N:11]=[CH:12][N:8]([C:5]2[CH:6]=[CH:7][C:2]([F:1])=[C:3]([CH3:16])[CH:4]=2)[N:9]=1)=[O:15].